This data is from Forward reaction prediction with 1.9M reactions from USPTO patents (1976-2016). The task is: Predict the product of the given reaction. (1) Given the reactants [CH2:1]([C@H:4]1[C@H:8]([CH2:9][O:10][Si](C(C)(C)C)(C)C)[CH2:7][N:6]([C@@H](C2C=CC=CC=2)C)[CH2:5]1)[CH:2]=[CH2:3].Cl[C:27]([O:29][CH2:30][C:31]1[CH:36]=[CH:35][CH:34]=[CH:33][CH:32]=1)=[O:28].Cl.C(O)C, predict the reaction product. The product is: [CH2:1]([C@H:4]1[C@H:8]([CH2:9][OH:10])[CH2:7][N:6]([C:27]([O:29][CH2:30][C:31]2[CH:36]=[CH:35][CH:34]=[CH:33][CH:32]=2)=[O:28])[CH2:5]1)[CH:2]=[CH2:3]. (2) Given the reactants N(C(OCC)=O)=NC(OCC)=O.[OH:13][C:14]1[CH:23]=[C:22]2[C:17]([C:18](=[O:32])[N:19]([CH2:24][O:25][C:26](=[O:31])[C:27]([CH3:30])([CH3:29])[CH3:28])[CH:20]=[N:21]2)=[CH:16][C:15]=1[O:33][CH3:34].C1(P(C2C=CC=CC=2)C2C=CC=CC=2)C=CC=CC=1.[CH3:54][O:55][CH2:56][CH2:57][O:58][CH2:59][CH2:60]O, predict the reaction product. The product is: [CH3:34][O:33][C:15]1[CH:16]=[C:17]2[C:22](=[CH:23][C:14]=1[O:13][CH2:60][CH2:59][O:58][CH2:57][CH2:56][O:55][CH3:54])[N:21]=[CH:20][N:19]([CH2:24][O:25][C:26](=[O:31])[C:27]([CH3:28])([CH3:29])[CH3:30])[C:18]2=[O:32]. (3) Given the reactants [CH3:1][N:2]([CH2:4][C:5]1[C:13]2[O:12][N:11]=[C:10]([CH2:14][CH2:15][CH:16]3[CH2:21][CH2:20][NH:19][CH2:18][CH2:17]3)[C:9]=2[CH:8]=[CH:7][C:6]=1[O:22][CH2:23][CH:24]1[CH2:26][CH2:25]1)[CH3:3].C(N(CC)C(C)C)(C)C.Cl[CH2:37][C:38]1[CH:42]=[C:41]([CH3:43])[O:40][N:39]=1.[OH-].[Na+].[Cl-].[Na+], predict the reaction product. The product is: [CH3:1][N:2]([CH2:4][C:5]1[C:13]2[O:12][N:11]=[C:10]([CH2:14][CH2:15][CH:16]3[CH2:21][CH2:20][N:19]([CH2:37][C:38]4[CH:42]=[C:41]([CH3:43])[O:40][N:39]=4)[CH2:18][CH2:17]3)[C:9]=2[CH:8]=[CH:7][C:6]=1[O:22][CH2:23][CH:24]1[CH2:25][CH2:26]1)[CH3:3].